Task: Predict which catalyst facilitates the given reaction.. Dataset: Catalyst prediction with 721,799 reactions and 888 catalyst types from USPTO (1) Reactant: [CH2:1]([O:3][C:4](=[O:26])[CH2:5][C:6]1[C:14]2[C:9](=[CH:10][C:11](Br)=[CH:12][CH:13]=2)[N:8]([CH2:16][C:17]2[S:18][C:19]3[CH:25]=[CH:24][CH:23]=[CH:22][C:20]=3[N:21]=2)[CH:7]=1)[CH3:2].[N+:27]([C:30]1[CH:31]=[C:32](B2OC(C)(C)C(C)(C)O2)[CH:33]=[C:34]([N+:36]([O-:38])=[O:37])[CH:35]=1)([O-:29])=[O:28].[O-]P([O-])([O-])=O.[K+].[K+].[K+]. Product: [CH2:1]([O:3][C:4](=[O:26])[CH2:5][C:6]1[C:14]2[C:9](=[CH:10][C:11]([C:32]3[CH:31]=[C:30]([N+:27]([O-:29])=[O:28])[CH:35]=[C:34]([N+:36]([O-:38])=[O:37])[CH:33]=3)=[CH:12][CH:13]=2)[N:8]([CH2:16][C:17]2[S:18][C:19]3[CH:25]=[CH:24][CH:23]=[CH:22][C:20]=3[N:21]=2)[CH:7]=1)[CH3:2]. The catalyst class is: 233. (2) Reactant: Cl[C:2]1[N:17]=[CH:16][C:15]([F:18])=[CH:14][C:3]=1[C:4]([NH:6][C@H:7]1[CH2:12][CH2:11][C@H:10]([OH:13])[CH2:9][CH2:8]1)=[O:5].[CH3:19][S:20][C:21]1[CH:26]=[CH:25][C:24]([OH:27])=[CH:23][C:22]=1[CH3:28].C(=O)([O-])[O-].[Cs+].[Cs+]. Product: [F:18][C:15]1[CH:16]=[N:17][C:2]([O:27][C:24]2[CH:25]=[CH:26][C:21]([S:20][CH3:19])=[C:22]([CH3:28])[CH:23]=2)=[C:3]([CH:14]=1)[C:4]([NH:6][C@H:7]1[CH2:12][CH2:11][C@H:10]([OH:13])[CH2:9][CH2:8]1)=[O:5]. The catalyst class is: 3. (3) Reactant: [CH3:1][C:2]1[C:9]([CH3:10])=[CH:8][CH:7]=[CH:6][C:3]=1[CH:4]=O.[CH:11]1([NH2:14])[CH2:13][CH2:12]1.C(=O)(O)[O-].[Na+].[BH4-].[Na+]. Product: [CH3:1][C:2]1[C:9]([CH3:10])=[CH:8][CH:7]=[CH:6][C:3]=1[CH2:4][NH:14][CH:11]1[CH2:13][CH2:12]1. The catalyst class is: 5. (4) Reactant: [O:1]1[C:5]2([CH2:10][CH2:9][CH2:8][CH2:7][CH2:6]2)[O:4][CH2:3][C@@H:2]1/[CH:11]=[N:12]\[S@:13]([C:15]([CH3:18])([CH3:17])[CH3:16])=[O:14].C1(C)C=CC=CC=1.[Cl:26][C:27]1[CH:28]=[C:29]([Mg]Br)[CH:30]=[CH:31][C:32]=1[Cl:33]. Product: [Cl:26][C:27]1[CH:28]=[C:29]([C@@H:11]([C@H:2]2[CH2:3][O:4][C:5]3([CH2:10][CH2:9][CH2:8][CH2:7][CH2:6]3)[O:1]2)[NH:12][S@:13]([C:15]([CH3:18])([CH3:17])[CH3:16])=[O:14])[CH:30]=[CH:31][C:32]=1[Cl:33]. The catalyst class is: 6. (5) Reactant: [NH2:1][C:2]1[N:7]=[C:6]([NH2:8])[C:5]([CH2:9][C:10]2[CH:15]=[C:14]([O:16][CH3:17])[C:13]([OH:18])=[C:12]([O:19][CH3:20])[CH:11]=2)=[CH:4][N:3]=1.[H-].[Na+].Br[CH2:24][C:25]([O:27][CH3:28])=[O:26]. Product: [NH2:1][C:2]1[N:7]=[C:6]([NH2:8])[C:5]([CH2:9][C:10]2[CH:11]=[C:12]([O:19][CH3:20])[C:13]([O:18][CH2:24][C:25]([O:27][CH3:28])=[O:26])=[C:14]([O:16][CH3:17])[CH:15]=2)=[CH:4][N:3]=1. The catalyst class is: 9. (6) Reactant: [F:1][C:2]1[CH:7]=[CH:6][C:5]([C:8]2[NH:9][CH:10]=[CH:11][C:12]=2[C:13]2[CH:18]=[CH:17][N:16]=[CH:15][CH:14]=2)=[CH:4][CH:3]=1.C([Li])CCC.CCCCCC.O([Si:38]([CH:45]([CH3:47])[CH3:46])([CH:42]([CH3:44])[CH3:43])[CH:39]([CH3:41])[CH3:40])S(C(F)(F)F)(=O)=O. Product: [F:1][C:2]1[CH:3]=[CH:4][C:5]([C:8]2[N:9]([Si:38]([CH:45]([CH3:47])[CH3:46])([CH:42]([CH3:44])[CH3:43])[CH:39]([CH3:41])[CH3:40])[CH:10]=[CH:11][C:12]=2[C:13]2[CH:18]=[CH:17][N:16]=[CH:15][CH:14]=2)=[CH:6][CH:7]=1. The catalyst class is: 7. (7) Reactant: Br[C:2]1[CH:3]=[C:4]([CH2:9][N:10]([CH3:12])[CH3:11])[CH:5]=[CH:6][C:7]=1[Cl:8].C(=O)([O-])[O-].[Cs+].[Cs+].CC1(C)C(C)(C)OB(/[CH:27]=[CH:28]/[C:29]([O:31][CH2:32][CH3:33])=[O:30])O1. Product: [Cl:8][C:7]1[CH:6]=[CH:5][C:4]([CH2:9][N:10]([CH3:12])[CH3:11])=[CH:3][C:2]=1/[CH:27]=[CH:28]/[C:29]([O:31][CH2:32][CH3:33])=[O:30]. The catalyst class is: 667. (8) Reactant: [N+:1]([C:4]1[CH:5]=[N:6][C:7]2[C:12]([C:13]=1O)=[N:11][CH:10]=[CH:9][CH:8]=2)([O-:3])=[O:2].[CH2:15]([CH2:17][NH2:18])[OH:16].O. Product: [N+:1]([C:4]1[CH:5]=[N:6][C:7]2[C:12]([C:13]=1[NH:18][CH2:17][CH2:15][OH:16])=[N:11][CH:10]=[CH:9][CH:8]=2)([O-:3])=[O:2]. The catalyst class is: 2. (9) Reactant: C([O:5][C:6](=[O:27])[C:7]1[CH:12]=[C:11]([Cl:13])[C:10]([O:14][C:15]2[CH:20]=[CH:19][C:18]([Cl:21])=[C:17]([C:22]([F:25])([F:24])[F:23])[CH:16]=2)=[CH:9][C:8]=1[F:26])(C)(C)C. Product: [Cl:13][C:11]1[C:10]([O:14][C:15]2[CH:20]=[CH:19][C:18]([Cl:21])=[C:17]([C:22]([F:25])([F:23])[F:24])[CH:16]=2)=[CH:9][C:8]([F:26])=[C:7]([CH:12]=1)[C:6]([OH:27])=[O:5]. The catalyst class is: 67. (10) Reactant: [F:1][CH2:2][CH2:3][C:4]1([CH2:10][CH2:11][C:12]2[CH:17]=[CH:16][C:15]([O:18][CH2:19][CH2:20][CH2:21][CH2:22][CH2:23][CH2:24][CH3:25])=[C:14]([C:26]([F:29])([F:28])[F:27])[CH:13]=2)[CH2:8][O:7]C(C)=[N:5]1.[ClH:30]. Product: [ClH:30].[NH2:5][C:4]([CH2:10][CH2:11][C:12]1[CH:17]=[CH:16][C:15]([O:18][CH2:19][CH2:20][CH2:21][CH2:22][CH2:23][CH2:24][CH3:25])=[C:14]([C:26]([F:27])([F:28])[F:29])[CH:13]=1)([CH2:3][CH2:2][F:1])[CH2:8][OH:7]. The catalyst class is: 8.